From a dataset of Reaction yield outcomes from USPTO patents with 853,638 reactions. Predict the reaction yield, written as a fraction of the theoretical maximum amount of product (1.0 means a 100% yield; for example, 0.34 means a 34% yield). The reactants are [Cl:1][C:2]1[CH:26]=[C:25]([Cl:27])[C:24]([C:28]2[CH:33]=[CH:32][C:31]([F:34])=[CH:30][N:29]=2)=[CH:23][C:3]=1[C:4]([NH:6][C:7]1[N:11]([C:12]2[CH:17]=[CH:16][CH:15]=[CH:14][CH:13]=2)[N:10]=[C:9]([C:18]([O:20]CC)=[O:19])[CH:8]=1)=[O:5].[OH-].[Na+]. The catalyst is C(O)C. The product is [Cl:1][C:2]1[CH:26]=[C:25]([Cl:27])[C:24]([C:28]2[CH:33]=[CH:32][C:31]([F:34])=[CH:30][N:29]=2)=[CH:23][C:3]=1[C:4]([NH:6][C:7]1[N:11]([C:12]2[CH:13]=[CH:14][CH:15]=[CH:16][CH:17]=2)[N:10]=[C:9]([C:18]([OH:20])=[O:19])[CH:8]=1)=[O:5]. The yield is 0.900.